From a dataset of Catalyst prediction with 721,799 reactions and 888 catalyst types from USPTO. Predict which catalyst facilitates the given reaction. Reactant: N12CCN(CC1)CC2.C([Li])CCC.[Cl:14][C:15]1[CH:16]=[N:17][CH:18]=[CH:19][CH:20]=1.[C:21]([O:25][C:26]([N:28]1[CH2:33][CH2:32][C:31](=[O:34])[CH2:30][CH2:29]1)=[O:27])([CH3:24])([CH3:23])[CH3:22].[Cl-].[NH4+]. Product: [OH:34][C:31]1([C:16]2[C:15]([Cl:14])=[CH:20][CH:19]=[CH:18][N:17]=2)[CH2:30][CH2:29][N:28]([C:26]([O:25][C:21]([CH3:24])([CH3:23])[CH3:22])=[O:27])[CH2:33][CH2:32]1. The catalyst class is: 27.